This data is from Catalyst prediction with 721,799 reactions and 888 catalyst types from USPTO. The task is: Predict which catalyst facilitates the given reaction. (1) Reactant: [C:1]([O:5][C:6]([N:8]1[CH2:13][CH2:12][C:11]2[NH:14][C:15]([C:24]3[CH:29]=[CH:28][N:27]=[C:26]([NH2:30])[N:25]=3)=[C:16]([C:17]3[CH:22]=[CH:21][CH:20]=[C:19]([NH2:23])[CH:18]=3)[C:10]=2[C:9]1=[O:31])=[O:7])([CH3:4])([CH3:3])[CH3:2].[F:32][C:33]1[CH:34]=[C:35]([S:39](Cl)(=[O:41])=[O:40])[CH:36]=[CH:37][CH:38]=1.[CH2:43](N(CC)CC)C. Product: [C:1]([O:5][C:6]([N:8]1[CH2:13][CH2:12][C:11]2[N:14]([CH3:43])[C:15]([C:24]3[CH:29]=[CH:28][N:27]=[C:26]([NH2:30])[N:25]=3)=[C:16]([C:17]3[CH:22]=[CH:21][CH:20]=[C:19]([NH:23][S:39]([C:35]4[CH:36]=[CH:37][CH:38]=[C:33]([F:32])[CH:34]=4)(=[O:41])=[O:40])[CH:18]=3)[C:10]=2[C:9]1=[O:31])=[O:7])([CH3:4])([CH3:2])[CH3:3]. The catalyst class is: 4. (2) Reactant: Cl[CH2:2][C:3]1[S:7][C:6]([C:8]2[NH:9][C:10]3[C:15]([CH:16]=2)=[CH:14][CH:13]=[CH:12][C:11]=3[N:17]([CH3:26])[S:18]([C:21]2[S:22][CH:23]=[CH:24][CH:25]=2)(=[O:20])=[O:19])=[N:5][CH:4]=1.[N:27]1([CH2:33][C:34]([O:36][CH2:37][CH3:38])=[O:35])[CH2:32][CH2:31][NH:30][CH2:29][CH2:28]1.C(N(CC)CC)C.O. Product: [CH3:26][N:17]([S:18]([C:21]1[S:22][CH:23]=[CH:24][CH:25]=1)(=[O:20])=[O:19])[C:11]1[CH:12]=[CH:13][CH:14]=[C:15]2[C:10]=1[NH:9][C:8]([C:6]1[S:7][C:3]([CH2:2][N:30]3[CH2:29][CH2:28][N:27]([CH2:33][C:34]([O:36][CH2:37][CH3:38])=[O:35])[CH2:32][CH2:31]3)=[CH:4][N:5]=1)=[CH:16]2. The catalyst class is: 9. (3) Product: [N:1]1[CH:6]=[CH:5][CH:4]=[CH:3][C:2]=1[C:7]1[N:8]=[C:9]([O:16][C@H:18]2[CH2:22][N:21]([C:23]([O:25][C:26]([CH3:29])([CH3:28])[CH3:27])=[O:24])[C@H:20]([C:30]([O:32][CH3:33])=[O:31])[CH2:19]2)[C:10]2[S:15][CH:14]=[CH:13][C:11]=2[N:12]=1. The catalyst class is: 7. Reactant: [N:1]1[CH:6]=[CH:5][CH:4]=[CH:3][C:2]=1[C:7]1[N:8]=[C:9]([OH:16])[C:10]2[S:15][CH:14]=[CH:13][C:11]=2[N:12]=1.O[C@@H:18]1[CH2:22][N:21]([C:23]([O:25][C:26]([CH3:29])([CH3:28])[CH3:27])=[O:24])[C@H:20]([C:30]([O:32][CH3:33])=[O:31])[CH2:19]1.C1(P(C2C=CC=CC=2)C2C=CC=CC=2)C=CC=CC=1.CC(OC(/N=N/C(OC(C)C)=O)=O)C. (4) Reactant: [Cl:1][C:2]1[CH:7]=[CH:6][C:5]([S:8]([N:11]([C:15]2[C:16]([C:22](=[O:33])[C:23]3[CH:28]=[CH:27][CH:26]=[CH:25][C:24]=3[S:29]([CH3:32])(=[O:31])=[O:30])=[N:17][CH:18]=[C:19]([Cl:21])[CH:20]=2)COC)(=[O:10])=[O:9])=[CH:4][C:3]=1[C:34]([F:37])([F:36])[F:35].O. Product: [Cl:1][C:2]1[CH:7]=[CH:6][C:5]([S:8]([NH:11][C:15]2[C:16]([C:22](=[O:33])[C:23]3[CH:28]=[CH:27][CH:26]=[CH:25][C:24]=3[S:29]([CH3:32])(=[O:31])=[O:30])=[N:17][CH:18]=[C:19]([Cl:21])[CH:20]=2)(=[O:9])=[O:10])=[CH:4][C:3]=1[C:34]([F:37])([F:35])[F:36]. The catalyst class is: 89. (5) Product: [O:14]1[CH:15]=[CH:16][CH:17]=[C:13]1[C:4]1[CH:5]=[CH:6][CH:7]=[CH:8][C:3]=1[CH:1]=[O:2]. The catalyst class is: 745. Reactant: [CH:1]([C:3]1[CH:8]=[CH:7][CH:6]=[CH:5][C:4]=1B(O)O)=[O:2].Br[C:13]1[O:14][CH:15]=[CH:16][CH:17]=1.C(=O)([O-])[O-].[Na+].[Na+]. (6) Reactant: [F:1][C:2]([F:12])([F:11])[C:3](=O)[CH2:4][C:5]([O:7]CC)=O.[NH:13]([C:15]1[N:20]=[CH:19][C:18]([S:21]([NH2:24])(=[O:23])=[O:22])=[CH:17][CH:16]=1)[NH2:14]. Product: [OH:7][C:5]1[N:13]([C:15]2[N:20]=[CH:19][C:18]([S:21]([NH2:24])(=[O:23])=[O:22])=[CH:17][CH:16]=2)[N:14]=[C:3]([C:2]([F:1])([F:11])[F:12])[CH:4]=1. The catalyst class is: 313. (7) Reactant: [CH2:1]([C:3]1[C:24]([N:25]2[CH2:30][CH2:29][C:28](=O)[CH2:27][CH2:26]2)=[CH:23][C:6]2[C:7]([CH3:22])([CH3:21])[C:8]3[NH:9][C:10]4[C:15]([C:16]=3[C:17](=[O:18])[C:5]=2[CH:4]=1)=[CH:14][CH:13]=[C:12]([C:19]#[N:20])[CH:11]=4)[CH3:2].Cl.[NH2:33][OH:34]. Product: [CH2:1]([C:3]1[C:24]([N:25]2[CH2:30][CH2:29][C:28](=[N:33][OH:34])[CH2:27][CH2:26]2)=[CH:23][C:6]2[C:7]([CH3:22])([CH3:21])[C:8]3[NH:9][C:10]4[C:15]([C:16]=3[C:17](=[O:18])[C:5]=2[CH:4]=1)=[CH:14][CH:13]=[C:12]([C:19]#[N:20])[CH:11]=4)[CH3:2]. The catalyst class is: 162.